This data is from Full USPTO retrosynthesis dataset with 1.9M reactions from patents (1976-2016). The task is: Predict the reactants needed to synthesize the given product. (1) Given the product [Br:14][CH2:13][CH2:12][CH2:11][CH2:10][CH2:9][CH2:8][CH2:7][CH2:6][CH2:5][CH2:4][CH2:3][CH2:2][C:25]#[C:24][C@H:23]([CH:26]1[CH2:31][CH2:30][CH2:29][CH2:28][CH2:27]1)[OH:22], predict the reactants needed to synthesize it. The reactants are: Br[CH2:2][CH2:3][CH2:4][CH2:5][CH2:6][CH2:7][CH2:8][CH2:9][CH2:10][CH2:11][CH2:12][CH2:13][Br:14].[Si]([O:22][C@@H:23]([CH:26]1[CH2:31][CH2:30][CH2:29][CH2:28][CH2:27]1)[C:24]#[CH:25])(C(C)(C)C)(C)C.O1CCCCC1OCCCC#C. (2) The reactants are: C([Li])[CH2:2][CH2:3][CH3:4].Br[C:7]1[CH:17]=[CH:16][C:10]2[O:11][C:12]([F:15])([F:14])[O:13][C:9]=2[C:8]=1[CH3:18].[CH2:19]([O:21]CC)C.Cl. Given the product [F:14][C:12]1([F:15])[O:11][C:10]2[CH:16]=[CH:17][C:7]([CH:19]([OH:21])[CH:3]([CH3:2])[CH3:4])=[C:8]([CH3:18])[C:9]=2[O:13]1, predict the reactants needed to synthesize it. (3) The reactants are: NCCC([NH:6][C:7]1[CH:8]=[C:9]2[C:14](=[CH:15][CH:16]=1)[N:13]=[CH:12][N:11]=[C:10]2[NH:17][C:18]1[CH:23]=[CH:22][C:21]([O:24][CH2:25][C:26]2[CH:31]=[CH:30][CH:29]=[C:28]([F:32])[CH:27]=2)=[C:20]([Cl:33])[CH:19]=1)=O.C(OC(=O)NCCC(=O)NC1C=C2C(=CC=1)N=CN=C2NC1C=CC(OC2C=NC(C)=CC=2)=C(C)C=1)(C)(C)C. Given the product [Cl:33][C:20]1[CH:19]=[C:18]([NH:17][C:10]2[C:9]3[C:14](=[CH:15][CH:16]=[C:7]([NH2:6])[CH:8]=3)[N:13]=[CH:12][N:11]=2)[CH:23]=[CH:22][C:21]=1[O:24][CH2:25][C:26]1[CH:31]=[CH:30][CH:29]=[C:28]([F:32])[CH:27]=1, predict the reactants needed to synthesize it. (4) The reactants are: [F:1][CH:2]([F:30])[C:3]1[CH:8]=[C:7]([O:9][CH2:10][C@H:11]2[CH2:15][O:14][C:13]([CH3:17])([CH3:16])[O:12]2)[CH:6]=[CH:5][C:4]=1[C:18]1[NH:22][C:21]2[CH:23]=[CH:24][CH:25]=[C:26]([C:27](O)=[O:28])[C:20]=2[N:19]=1.S1C=CN=C1N.CN(C(ON1N=[N:52][C:47]2[CH:48]=[CH:49][CH:50]=[N:51]C1=2)=[N+](C)C)C.F[P-](F)(F)(F)(F)F.CCN(C(C)C)C(C)C. Given the product [F:30][CH:2]([F:1])[C:3]1[CH:8]=[C:7]([O:9][CH2:10][C@H:11]2[CH2:15][O:14][C:13]([CH3:16])([CH3:17])[O:12]2)[CH:6]=[CH:5][C:4]=1[C:18]1[NH:22][C:21]2[CH:23]=[CH:24][CH:25]=[C:26]([C:27]([NH:52][C:47]3[CH2:48][CH:49]=[CH:50][N:51]=3)=[O:28])[C:20]=2[N:19]=1, predict the reactants needed to synthesize it. (5) Given the product [NH2:1][C:2]1[N:7]=[C:6]([C:8]([NH:23][CH2:16][C:17]2[CH:22]=[CH:21][CH:20]=[CH:19][CH:18]=2)=[O:10])[CH:5]=[C:4]([C:11]2[O:12][CH:13]=[CH:14][CH:15]=2)[N:3]=1, predict the reactants needed to synthesize it. The reactants are: [NH2:1][C:2]1[N:7]=[C:6]([C:8]([OH:10])=O)[CH:5]=[C:4]([C:11]2[O:12][CH:13]=[CH:14][CH:15]=2)[N:3]=1.[CH2:16]([NH2:23])[C:17]1[CH:22]=[CH:21][CH:20]=[CH:19][CH:18]=1.CCN=C=NCCCN(C)C.Cl.O. (6) Given the product [OH:41][C@@H:40]([CH2:42][OH:43])[C:39]([C@H:3]1[CH2:7][CH2:6][N:5]([C:8]2[CH:13]=[CH:12][C:11]([N:14]3[CH2:18][C@H:17]([CH2:19][NH:20][C:29]4[CH:33]=[CH:32][O:31][N:30]=4)[O:16][C:15]3=[O:34])=[CH:10][C:9]=2[F:35])[CH2:4]1)=[O:38], predict the reactants needed to synthesize it. The reactants are: Cl.N[C@H:3]1[CH2:7][CH2:6][N:5]([C:8]2[CH:13]=[CH:12][C:11]([N:14]3[CH2:18][C@H:17]([CH2:19][N:20]([C:29]4[CH:33]=[CH:32][O:31][N:30]=4)C(OCC(Cl)(Cl)Cl)=O)[O:16][C:15]3=[O:34])=[CH:10][C:9]=2[F:35])[CH2:4]1.CC1(C)[O:41][C@H:40]([C:42](Cl)=[O:43])[CH2:39][O:38]1. (7) Given the product [Br:14][C:11]1[CH:10]=[CH:9][C:8]([CH2:7][CH:2]([NH:1][C:20]([O:19][C:16]([CH3:18])([CH3:17])[CH3:15])=[O:21])[C:3]([O:5][CH3:6])=[O:4])=[CH:13][CH:12]=1, predict the reactants needed to synthesize it. The reactants are: [NH2:1][CH:2]([CH2:7][C:8]1[CH:13]=[CH:12][C:11]([Br:14])=[CH:10][CH:9]=1)[C:3]([O:5][CH3:6])=[O:4].[CH3:15][C:16]([O:19][C:20](O[C:20]([O:19][C:16]([CH3:18])([CH3:17])[CH3:15])=[O:21])=[O:21])([CH3:18])[CH3:17].